Dataset: Forward reaction prediction with 1.9M reactions from USPTO patents (1976-2016). Task: Predict the product of the given reaction. The product is: [NH:8]1[CH2:13][CH2:12][C:11]2([C:22]3[C:17](=[CH:18][CH:19]=[CH:20][CH:21]=3)[C:15](=[O:16])[CH2:14]2)[CH2:10][CH2:9]1. Given the reactants CC(OC([N:8]1[CH2:13][CH2:12][C:11]2([C:22]3[C:17](=[CH:18][CH:19]=[CH:20][CH:21]=3)[C:15](=[O:16])[CH2:14]2)[CH2:10][CH2:9]1)=O)(C)C.FC(F)(F)C(O)=O, predict the reaction product.